From a dataset of Full USPTO retrosynthesis dataset with 1.9M reactions from patents (1976-2016). Predict the reactants needed to synthesize the given product. (1) Given the product [NH:10]1[C:18]2[C:13](=[CH:14][CH:15]=[CH:16][CH:17]=2)[CH:12]=[C:11]1[C:19]1[CH:20]=[C:21]([O:24][CH2:25][C:26]2[CH:27]=[C:28]([OH:32])[CH:29]=[CH:30][CH:31]=2)[NH:22][N:23]=1, predict the reactants needed to synthesize it. The reactants are: C1(S([N:10]2[C:18]3[C:13](=[CH:14][CH:15]=[CH:16][CH:17]=3)[CH:12]=[C:11]2[C:19]2[CH:20]=[C:21]([O:24][CH2:25][C:26]3[CH:27]=[C:28]([OH:32])[CH:29]=[CH:30][CH:31]=3)[NH:22][N:23]=2)(=O)=O)C=CC=CC=1.Cl. (2) Given the product [F:37][C:38]([F:43])([F:42])[C:39]([OH:41])=[O:40].[Cl:19][C:15]1[C:14]([F:20])=[C:13]([CH:12]2[C:11]([C:23]3[CH:28]=[CH:27][C:26]([Cl:29])=[CH:25][C:24]=3[F:30])([C:21]#[N:22])[CH:10]([CH2:31][C:32]3([CH2:35][OH:36])[CH2:33][CH2:34]3)[NH:9][CH:8]2[C:6]([OH:7])=[O:5])[CH:18]=[CH:17][CH:16]=1, predict the reactants needed to synthesize it. The reactants are: C([O:5][C:6]([CH:8]1[CH:12]([C:13]2[CH:18]=[CH:17][CH:16]=[C:15]([Cl:19])[C:14]=2[F:20])[C:11]([C:23]2[CH:28]=[CH:27][C:26]([Cl:29])=[CH:25][C:24]=2[F:30])([C:21]#[N:22])[CH:10]([CH2:31][C:32]2([CH2:35][OH:36])[CH2:34][CH2:33]2)[NH:9]1)=[O:7])(C)(C)C.[F:37][C:38]([F:43])([F:42])[C:39]([OH:41])=[O:40].